Predict the reactants needed to synthesize the given product. From a dataset of Full USPTO retrosynthesis dataset with 1.9M reactions from patents (1976-2016). (1) Given the product [C:1]1([S:7]([NH:10][C@@H:11]([CH2:19][NH:20][C:50](=[O:53])[C:26]2[CH:25]=[CH:30][CH:29]=[C:31]([N:32]3[CH2:37][CH2:36][CH:40]([CH2:39][NH:41][C:42]4[N:43]=[CH:44][CH:45]=[CH:46][N:47]=4)[CH2:34][CH2:33]3)[CH:27]=2)[C:12]([O:14][C:15]([CH3:16])([CH3:17])[CH3:18])=[O:13])(=[O:8])=[O:9])[CH:2]=[CH:3][CH:4]=[CH:5][CH:6]=1, predict the reactants needed to synthesize it. The reactants are: [C:1]1([S:7]([NH:10][C@@H:11]([CH2:19][NH2:20])[C:12]([O:14][C:15]([CH3:18])([CH3:17])[CH3:16])=[O:13])(=[O:9])=[O:8])[CH:6]=[CH:5][CH:4]=[CH:3][CH:2]=1.ON1[C:26]2[CH:27]=C[CH:29]=[CH:30][C:25]=2N=N1.[CH3:31][N:32]1[CH2:37][CH2:36]O[CH2:34][CH2:33]1.Cl.[CH2:39]([N:41]=[C:42]=[N:43][CH2:44][CH2:45][CH2:46][N:47](C)C)[CH3:40].[C:50](=[O:53])([O-])O.[Na+]. (2) Given the product [CH3:13][O:11][C:10]1[CH:1]=[C:2]2[C:17](=[CH:8][CH:9]=1)[C:16](=[O:19])[CH2:5][CH2:4][CH2:3]2, predict the reactants needed to synthesize it. The reactants are: [CH2:1]1[CH:10]([OH:11])[CH2:9][C:8]2[C:3](=[CH:4][CH:5]=CC=2)[CH2:2]1.N[C:13](N)=S.[C:16]([OH:19])(=O)[CH3:17]. (3) Given the product [F:27][C:10]1[C:11]([C:16]2[C:20]([C:21]3[CH:26]=[CH:25][N:24]=[CH:23][CH:22]=3)=[CH:19][NH:18][N:17]=2)=[C:12]([F:15])[CH:13]=[CH:14][C:9]=1[NH2:8], predict the reactants needed to synthesize it. The reactants are: C([N:8](CC1C=CC=CC=1)[C:9]1[CH:14]=[CH:13][C:12]([F:15])=[C:11]([C:16]2[C:20]([C:21]3[CH:26]=[CH:25][N:24]=[CH:23][CH:22]=3)=[CH:19][NH:18][N:17]=2)[C:10]=1[F:27])C1C=CC=CC=1. (4) Given the product [Cl:1][C:2]1[CH:7]=[CH:6][C:5]([C:8]2[C:9](=[O:10])[C:11]3[C:12](=[CH:13][C:14]([F:17])=[CH:15][CH:16]=3)[O:18][C:19]=2[CH:20]([CH3:21])[CH3:22])=[CH:4][CH:3]=1, predict the reactants needed to synthesize it. The reactants are: [Cl:1][C:2]1[CH:7]=[CH:6][C:5]([CH:8]([C:19](=O)[CH:20]([CH3:22])[CH3:21])[C:9]([C:11]2[CH:16]=[CH:15][C:14]([F:17])=[CH:13][C:12]=2[OH:18])=[O:10])=[CH:4][CH:3]=1.Cl.[OH-].[NH4+].C(OCC)(=O)C. (5) Given the product [O-:25][S:22]([C:21]([F:34])([F:33])[F:20])(=[O:24])=[O:23].[CH3:9][S+:7]([C:16]1[CH:15]=[C:14]([CH3:17])[C:13]([CH3:18])=[C:12]([CH3:19])[C:11]=1[CH3:10])[C:1]1[CH:6]=[CH:5][CH:4]=[CH:3][CH:2]=1, predict the reactants needed to synthesize it. The reactants are: [C:1]1([S:7]([CH3:9])=O)[CH:6]=[CH:5][CH:4]=[CH:3][CH:2]=1.[CH3:10][C:11]1[CH:16]=[CH:15][C:14]([CH3:17])=[C:13]([CH3:18])[C:12]=1[CH3:19].[F:20][C:21]([F:34])([F:33])[S:22]([O:25]S(C(F)(F)F)(=O)=O)(=[O:24])=[O:23]. (6) Given the product [Cl:47][C:48]1[CH:58]=[CH:57][C:51]([C:52]2[N:55]=[C:20]([CH2:19][N:3]3[CH2:4][CH2:5][C:6]([C:7]4[CH:8]=[CH:9][CH:10]=[CH:11][CH:12]=4)([C:13]4[CH:14]=[CH:15][CH:16]=[CH:17][CH:18]=4)[C:2]3=[O:1])[O:21][N:53]=2)=[CH:50][CH:49]=1, predict the reactants needed to synthesize it. The reactants are: [O:1]=[C:2]1[C:6]([C:13]2[CH:18]=[CH:17][CH:16]=[CH:15][CH:14]=2)([C:7]2[CH:12]=[CH:11][CH:10]=[CH:9][CH:8]=2)[CH2:5][CH2:4][N:3]1[CH2:19][C:20](O)=[O:21].FC1C=CC(C2(C3C=CC(F)=CC=3)CCN(CC(O)=O)C2=O)=CC=1.[Cl:47][C:48]1[CH:58]=[CH:57][C:51](/[C:52](=[N:55]/[H])/[NH:53]O)=[CH:50][CH:49]=1.ON/C(=N\[H])/C1C=CC(C(F)(F)F)=CC=1. (7) Given the product [C:10]1([N:16]2[CH2:21][CH2:20][N:19]([CH2:22][C:2]3[NH:1][C:5]4=[N:6][CH:7]=[CH:8][CH:9]=[C:4]4[CH:3]=3)[CH2:18][CH2:17]2)[CH:15]=[CH:14][CH:13]=[CH:12][CH:11]=1, predict the reactants needed to synthesize it. The reactants are: [NH:1]1[C:5]2=[N:6][CH:7]=[CH:8][CH:9]=[C:4]2[CH:3]=[CH:2]1.[C:10]1([N:16]2[CH2:21][CH2:20][NH:19][CH2:18][CH2:17]2)[CH:15]=[CH:14][CH:13]=[CH:12][CH:11]=1.[C:22]([O-])(=O)C.[Na+].C=O.